From a dataset of Forward reaction prediction with 1.9M reactions from USPTO patents (1976-2016). Predict the product of the given reaction. (1) Given the reactants [Cl:1][C:2]1[CH:3]=[C:4]([CH:9]2[CH2:18][CH2:17][C:12]3(OCC[O:13]3)[CH2:11][CH2:10]2)[CH:5]=[CH:6][C:7]=1[F:8].S(=O)(=O)(O)O, predict the reaction product. The product is: [Cl:1][C:2]1[CH:3]=[C:4]([CH:9]2[CH2:10][CH2:11][C:12](=[O:13])[CH2:17][CH2:18]2)[CH:5]=[CH:6][C:7]=1[F:8]. (2) The product is: [CH2:1]([C:8]1[CH:12]=[C:11]([NH:13][C:14]([NH:30][C:31]2[CH:47]=[CH:46][C:34]([O:35][C:36]3[CH:41]=[CH:40][N:39]=[C:38]([C:42]([NH:44][CH3:45])=[O:43])[CH:37]=3)=[CH:33][C:32]=2[F:48])=[O:22])[N:10]([C:23]2[CH:28]=[CH:27][CH:26]=[C:25]([F:29])[CH:24]=2)[N:9]=1)[C:2]1[CH:7]=[CH:6][CH:5]=[CH:4][CH:3]=1. Given the reactants [CH2:1]([C:8]1[CH:12]=[C:11]([NH:13][C:14](=[O:22])OC2C=CC=CC=2)[N:10]([C:23]2[CH:28]=[CH:27][CH:26]=[C:25]([F:29])[CH:24]=2)[N:9]=1)[C:2]1[CH:7]=[CH:6][CH:5]=[CH:4][CH:3]=1.[NH2:30][C:31]1[CH:47]=[CH:46][C:34]([O:35][C:36]2[CH:41]=[CH:40][N:39]=[C:38]([C:42]([NH:44][CH3:45])=[O:43])[CH:37]=2)=[CH:33][C:32]=1[F:48].C(N(CC)CC)C, predict the reaction product. (3) Given the reactants [CH3:1][N:2]1[C:11]2[CH:10]=[CH:9][CH:8]=[C:7]3[C@@H:12]4[CH2:17][N:16]([CH2:18][CH2:19][CH2:20][C:21]([C:23]5[CH:28]=[CH:27][C:26]([F:29])=[CH:25][CH:24]=5)=[O:22])[CH2:15][CH2:14][C@@H:13]4[N:5]([C:6]=23)[CH2:4][CH2:3]1.[C:30]([O:41][CH2:42]I)(=[O:40])[CH2:31][CH2:32][CH2:33][CH2:34][CH2:35][CH2:36][CH2:37][CH2:38][CH3:39], predict the reaction product. The product is: [CH:30]([O-:41])=[O:40].[C:30]([O:41][CH2:42][N+:16]1([CH2:18][CH2:19][CH2:20][C:21]([C:23]2[CH:24]=[CH:25][C:26]([F:29])=[CH:27][CH:28]=2)=[O:22])[CH2:15][CH2:14][C@@H:13]2[N:5]3[C:6]4[C:7]([C@@H:12]2[CH2:17]1)=[CH:8][CH:9]=[CH:10][C:11]=4[N:2]([CH3:1])[CH2:3][CH2:4]3)(=[O:40])[CH2:31][CH2:32][CH2:33][CH2:34][CH2:35][CH2:36][CH2:37][CH2:38][CH3:39]. (4) Given the reactants [CH2:1]([N:3]1[C:9](=[O:10])[CH2:8][CH2:7][CH2:6][C:5]2[CH:11]=[CH:12][C:13]([N+:15]([O-])=O)=[CH:14][C:4]1=2)[CH3:2].O.NN, predict the reaction product. The product is: [NH2:15][C:13]1[CH:12]=[CH:11][C:5]2[CH2:6][CH2:7][CH2:8][C:9](=[O:10])[N:3]([CH2:1][CH3:2])[C:4]=2[CH:14]=1. (5) Given the reactants Br[C:2]1[CH:7]=[CH:6][C:5]([CH3:8])=[CH:4][C:3]=1[O:9][CH3:10].[CH3:11][O:12][C:13]1[CH:14]=[C:15](B(O)O)[CH:16]=[CH:17][CH:18]=1.C([O-])([O-])=O.[Na+].[Na+], predict the reaction product. The product is: [CH3:10][O:9][C:3]1[CH:4]=[C:5]([CH3:8])[CH:6]=[CH:7][C:2]=1[C:17]1[CH:16]=[CH:15][CH:14]=[C:13]([O:12][CH3:11])[CH:18]=1. (6) Given the reactants C(=O)([O-])[O-].[K+].[K+].[NH2:7][CH:8]1[CH2:13][CH2:12][N:11]([CH3:14])[CH2:10][CH2:9]1.F[C:16]1[CH:21]=[CH:20][C:19]([N+:22]([O-:24])=[O:23])=[C:18]([O:25][CH:26]([CH3:28])[CH3:27])[CH:17]=1.C(OCC)(=O)C, predict the reaction product. The product is: [CH:26]([O:25][C:18]1[CH:17]=[C:16]([NH:7][CH:8]2[CH2:13][CH2:12][N:11]([CH3:14])[CH2:10][CH2:9]2)[CH:21]=[CH:20][C:19]=1[N+:22]([O-:24])=[O:23])([CH3:28])[CH3:27]. (7) Given the reactants C([N:8]1[CH:13]2[CH2:14][CH2:15][CH:9]1[CH2:10][N:11]([C:16]([O:18][C:19]([CH3:22])([CH3:21])[CH3:20])=[O:17])[CH2:12]2)C1C=CC=CC=1, predict the reaction product. The product is: [NH4+:8].[OH-:17].[CH:9]12[NH:8][CH:13]([CH2:14][CH2:15]1)[CH2:12][N:11]([C:16]([O:18][C:19]([CH3:22])([CH3:21])[CH3:20])=[O:17])[CH2:10]2.